Dataset: Reaction yield outcomes from USPTO patents with 853,638 reactions. Task: Predict the reaction yield, written as a fraction of the theoretical maximum amount of product (1.0 means a 100% yield; for example, 0.34 means a 34% yield). (1) The reactants are Br[C:2]1[CH:7]=[CH:6][CH:5]=[C:4]([CH2:8][F:9])[N:3]=1.[C:10]([O:14][C:15](=[O:31])[N:16]([C:23]1[CH:28]=[CH:27][C:26]([F:29])=[CH:25][C:24]=1[CH3:30])[C:17](=[O:22])[CH2:18][CH2:19][C:20]#[CH:21])([CH3:13])([CH3:12])[CH3:11]. No catalyst specified. The product is [C:10]([O:14][C:15](=[O:31])[N:16]([C:17](=[O:22])[CH2:18][CH2:19][C:20]#[C:21][C:2]1[CH:7]=[CH:6][CH:5]=[C:4]([CH2:8][F:9])[N:3]=1)[C:23]1[CH:28]=[CH:27][C:26]([F:29])=[CH:25][C:24]=1[CH3:30])([CH3:13])([CH3:11])[CH3:12]. The yield is 0.790. (2) The reactants are [Br:1][C:2]1[CH:7]=[CH:6][C:5]([C:8]2[C:12]3[CH:13]=[CH:14][C:15]([C:17]#[C:18][C:19]([CH3:22])([OH:21])[CH3:20])=[CH:16][C:11]=3[S:10][N:9]=2)=[CH:4][CH:3]=1.[Li+].CCC[CH2-].C(N(CC)CC)C.[CH2:35]([O:37][P:38](Cl)([O:40][CH2:41][CH3:42])=[O:39])[CH3:36]. The catalyst is C1COCC1.CCCCCC.O. The product is [CH2:35]([O:37][P:38](=[O:39])([O:40][CH2:41][CH3:42])[O:21][C:19]([CH3:22])([CH3:20])[C:18]#[C:17][C:15]1[CH:14]=[CH:13][C:12]2[C:8]([C:5]3[CH:4]=[CH:3][C:2]([Br:1])=[CH:7][CH:6]=3)=[N:9][S:10][C:11]=2[CH:16]=1)[CH3:36]. The yield is 0.330.